From a dataset of Forward reaction prediction with 1.9M reactions from USPTO patents (1976-2016). Predict the product of the given reaction. (1) Given the reactants [CH:1]1([CH2:4][C@H:5]([NH:8][C:9](=[O:18])[O:10][CH2:11]C2C=CC=CC=2)CO)[CH2:3][CH2:2]1.[H-].[Na+], predict the reaction product. The product is: [CH:1]1([CH2:4][C@H:5]2[CH2:11][O:10][C:9](=[O:18])[NH:8]2)[CH2:2][CH2:3]1. (2) Given the reactants [C:1]([NH:9][C:10]([NH:12][C:13]1([C:30]2[S:31][CH:32]=[CH:33][CH:34]=2)[CH:17]([CH2:18]O)[CH2:16][N:15]([C:20]([O:22][CH2:23][C:24]2[CH:29]=[CH:28][CH:27]=[CH:26][CH:25]=2)=[O:21])[CH2:14]1)=[S:11])(=[O:8])[C:2]1[CH:7]=[CH:6][CH:5]=[CH:4][CH:3]=1.ClC(N(C)C)=C(C)C, predict the reaction product. The product is: [C:1]([NH:9][C:10]1[S:11][CH2:18][CH:17]2[CH2:16][N:15]([C:20]([O:22][CH2:23][C:24]3[CH:29]=[CH:28][CH:27]=[CH:26][CH:25]=3)=[O:21])[CH2:14][C:13]2([C:30]2[S:31][CH:32]=[CH:33][CH:34]=2)[N:12]=1)(=[O:8])[C:2]1[CH:3]=[CH:4][CH:5]=[CH:6][CH:7]=1. (3) Given the reactants O.[NH2:2][NH2:3].[Br:4][C:5]1[C:22]([CH3:23])=[N:21][C:8]2=[N:9][C:10]([N:14]3[CH2:19][CH2:18][N:17]([CH3:20])[CH2:16][CH2:15]3)=[C:11](Cl)[N:12]=[C:7]2[CH:6]=1.[CH3:24]CO, predict the reaction product. The product is: [Br:4][C:5]1[C:22]([CH3:23])=[N:21][C:8]2[N:9]=[C:10]([N:14]3[CH2:19][CH2:18][N:17]([CH3:20])[CH2:16][CH2:15]3)[C:11]3[N:12]([CH:24]=[N:2][N:3]=3)[C:7]=2[CH:6]=1.